This data is from Retrosynthesis with 50K atom-mapped reactions and 10 reaction types from USPTO. The task is: Predict the reactants needed to synthesize the given product. (1) The reactants are: CCOC(=O)Cc1cc(S(=O)(=O)c2ccc(CCN)cc2)ccc1O.O=Cc1ccccc1. Given the product CCOC(=O)Cc1cc(S(=O)(=O)c2ccc(CCNCc3ccccc3)cc2)ccc1O, predict the reactants needed to synthesize it. (2) Given the product NC(=O)c1cccn1NC(=S)NC(=O)c1ccccc1, predict the reactants needed to synthesize it. The reactants are: NC(=O)c1cccn1N.O=C(N=C=S)c1ccccc1. (3) Given the product Cc1ccc(S(=O)(=O)OCC2Cc3c(F)c(F)cc(-c4ccccc4C)c3O2)cc1, predict the reactants needed to synthesize it. The reactants are: Cc1ccc(S(=O)(=O)OCC2Cc3c(F)c(F)cc(Br)c3O2)cc1.Cc1ccccc1B(O)O. (4) Given the product COC(=O)C(F)Cc1cc(Br)c(Oc2ccc(NC(=O)CCl)c([N+](=O)[O-])c2)c(Br)c1, predict the reactants needed to synthesize it. The reactants are: COC(=O)C(F)Cc1cc(Br)c(Oc2ccc(N)c([N+](=O)[O-])c2)c(Br)c1.O=C(Cl)CCl. (5) Given the product COC(=O)N1CC1C(N)=O, predict the reactants needed to synthesize it. The reactants are: COC(=O)Cl.NC(=O)C1CN1.